From a dataset of Catalyst prediction with 721,799 reactions and 888 catalyst types from USPTO. Predict which catalyst facilitates the given reaction. (1) Reactant: [C:1]([O:5][C:6](=[O:36])[C:7]([S:10][C:11]1[S:12][CH:13]=[C:14]([CH2:16][CH2:17][N:18]([C:26]2[C:31]([Cl:32])=[CH:30][C:29]([C:33](=O)[NH2:34])=[CH:28][N:27]=2)[CH2:19][CH2:20][CH2:21][CH2:22][CH2:23][CH2:24][CH3:25])[N:15]=1)([CH3:9])[CH3:8])([CH3:4])([CH3:3])[CH3:2].C(N(CC)CC)C.FC(F)(F)C(OC(=O)C(F)(F)F)=O. Product: [C:1]([O:5][C:6](=[O:36])[C:7]([S:10][C:11]1[S:12][CH:13]=[C:14]([CH2:16][CH2:17][N:18]([C:26]2[C:31]([Cl:32])=[CH:30][C:29]([C:33]#[N:34])=[CH:28][N:27]=2)[CH2:19][CH2:20][CH2:21][CH2:22][CH2:23][CH2:24][CH3:25])[N:15]=1)([CH3:8])[CH3:9])([CH3:2])([CH3:3])[CH3:4]. The catalyst class is: 4. (2) Reactant: [CH:1]1([NH:4][C@H:5]2[CH2:10][CH2:9][C@H:8]([CH2:11][C:12]([O:14][CH3:15])=[O:13])[CH2:7][CH2:6]2)[CH2:3][CH2:2]1.C(N(C(C)C)CC)(C)C.[Cl:25][C:26]1[CH:34]=[CH:33][C:29]([C:30](O)=[O:31])=[CH:28][CH:27]=1.O=C1N(P(Cl)(N2CCOC2=O)=O)CCO1. Product: [CH:1]1([N:4]([C@H:5]2[CH2:10][CH2:9][C@H:8]([CH2:11][C:12]([O:14][CH3:15])=[O:13])[CH2:7][CH2:6]2)[C:30](=[O:31])[C:29]2[CH:33]=[CH:34][C:26]([Cl:25])=[CH:27][CH:28]=2)[CH2:2][CH2:3]1. The catalyst class is: 2.